Dataset: CYP2C9 inhibition data for predicting drug metabolism from PubChem BioAssay. Task: Regression/Classification. Given a drug SMILES string, predict its absorption, distribution, metabolism, or excretion properties. Task type varies by dataset: regression for continuous measurements (e.g., permeability, clearance, half-life) or binary classification for categorical outcomes (e.g., BBB penetration, CYP inhibition). Dataset: cyp2c9_veith. (1) The result is 1 (inhibitor). The drug is O=S1(=O)C=C(Oc2ccc3ccccc3c2)c2ccccc21. (2) The compound is O=C(Cc1ccc(Cl)cc1)N1CCN(C(=O)c2ccco2)CC1. The result is 1 (inhibitor). (3) The compound is N#Cc1ccc(-c2ccc(F)cc2)nc1Oc1ccc(Cl)c(Cl)c1. The result is 0 (non-inhibitor). (4) The compound is Clc1ccccc1-c1cc(NCc2ccccc2)ncn1. The result is 0 (non-inhibitor). (5) The molecule is CCOC(=O)C(C(=O)NCc1ccc(C)cc1)c1ncc(C(F)(F)F)cc1Cl. The result is 0 (non-inhibitor). (6) The drug is Cc1ccc(C(=O)C(OC(=O)CNC(=O)c2ccc(Cl)cc2)c2ccccc2)cc1. The result is 1 (inhibitor). (7) The molecule is O=c1c(-c2ccc(Cl)cc2)nc2cncnc2n1Cc1ccccc1Cl. The result is 0 (non-inhibitor). (8) The compound is Cc1sc(=NC(=O)c2ccco2)n(C)c1-c1ccccc1. The result is 1 (inhibitor). (9) The molecule is CCOC(=O)CNc1c(-c2ccccc2)nc2ccc(Cl)cn12. The result is 1 (inhibitor). (10) The result is 1 (inhibitor). The compound is CN(C)/C(CN1CCOCC1)=C1\N=C(c2ccccc2)OC1=O.